Dataset: Forward reaction prediction with 1.9M reactions from USPTO patents (1976-2016). Task: Predict the product of the given reaction. (1) Given the reactants [NH2:1][C:2]1[S:3][CH:4]=[C:5]([CH2:7][C:8]([O:10][CH2:11][CH3:12])=[O:9])[N:6]=1.[Br:13][C:14]1[CH:19]=[CH:18][C:17]([S:20](Cl)(=[O:22])=[O:21])=[CH:16][CH:15]=1, predict the reaction product. The product is: [Br:13][C:14]1[CH:19]=[CH:18][C:17]([S:20]([NH:1][C:2]2[S:3][CH:4]=[C:5]([CH2:7][C:8]([O:10][CH2:11][CH3:12])=[O:9])[N:6]=2)(=[O:22])=[O:21])=[CH:16][CH:15]=1. (2) Given the reactants N1C=CC(C2C=[N:10][NH:9][C:8]=2C2C=CC(CCC3C=CC4C(=CC=CC=4)N=3)=CC=2)=CC=1.[Cl:30][C:31]1[CH:32]=[C:33]([C:49](=O)[CH2:50][C:51]2[CH:56]=[CH:55][N:54]=[CH:53][CH:52]=2)[CH:34]=[CH:35][C:36]=1[O:37][CH2:38][C:39]1[CH:48]=[CH:47][C:46]2[C:41](=[CH:42][CH:43]=[CH:44][CH:45]=2)[N:40]=1, predict the reaction product. The product is: [Cl:30][C:31]1[CH:32]=[C:33]([C:49]2[C:50]([C:51]3[CH:56]=[CH:55][N:54]=[CH:53][CH:52]=3)=[CH:8][NH:9][N:10]=2)[CH:34]=[CH:35][C:36]=1[O:37][CH2:38][C:39]1[CH:48]=[CH:47][C:46]2[C:41](=[CH:42][CH:43]=[CH:44][CH:45]=2)[N:40]=1. (3) Given the reactants [N:1]1[CH:6]=[CH:5][N:4]=[CH:3][C:2]=1[C:7]([NH:9][C:10]1[C:11]([C:34]([O:36][CH3:37])=[O:35])=[N:12][N:13]([C:15]([C:28]2[CH:33]=[CH:32][CH:31]=[CH:30][CH:29]=2)([C:22]2[CH:27]=[CH:26][CH:25]=[CH:24][CH:23]=2)[C:16]2[CH:21]=[CH:20][CH:19]=[CH:18][CH:17]=2)[CH:14]=1)=[O:8].[H-].[Na+].[CH3:40]I.[Cl-].[NH4+], predict the reaction product. The product is: [CH3:40][N:9]([C:7]([C:2]1[CH:3]=[N:4][CH:5]=[CH:6][N:1]=1)=[O:8])[C:10]1[C:11]([C:34]([O:36][CH3:37])=[O:35])=[N:12][N:13]([C:15]([C:22]2[CH:27]=[CH:26][CH:25]=[CH:24][CH:23]=2)([C:28]2[CH:29]=[CH:30][CH:31]=[CH:32][CH:33]=2)[C:16]2[CH:17]=[CH:18][CH:19]=[CH:20][CH:21]=2)[CH:14]=1. (4) Given the reactants CC(C)([O-])C.[Na+].Cl[C:8]1[C:13]([NH2:14])=[C:12]([Cl:15])[N:11]=[CH:10][N:9]=1.[CH3:16][N:17]1[CH2:22][CH2:21][CH2:20][C@@H:19]([OH:23])[CH2:18]1, predict the reaction product. The product is: [Cl:15][C:12]1[C:13]([NH2:14])=[C:8]([O:23][C@@H:19]2[CH2:20][CH2:21][CH2:22][N:17]([CH3:16])[CH2:18]2)[N:9]=[CH:10][N:11]=1. (5) The product is: [CH3:1][N:2]([CH2:26][CH2:27][CH2:28][CH2:29][N:30]1[C:38](=[O:39])[C:37]2[C:32](=[CH:33][CH:34]=[CH:35][CH:36]=2)[C:31]1=[O:40])[CH2:3][CH2:4][CH2:5][CH2:6][N:7]1[C:8](=[O:17])[C:9]2[C:14](=[CH:13][CH:12]=[CH:11][CH:10]=2)[C:15]1=[O:16]. Given the reactants [CH3:1][NH:2][CH2:3][CH2:4][CH2:5][CH2:6][N:7]1[C:15](=[O:16])[C:14]2[C:9](=[CH:10][CH:11]=[CH:12][CH:13]=2)[C:8]1=[O:17].C(N(CC)CC)C.Br[CH2:26][CH2:27][CH2:28][CH2:29][N:30]1[C:38](=[O:39])[C:37]2[C:32](=[CH:33][CH:34]=[CH:35][CH:36]=2)[C:31]1=[O:40], predict the reaction product. (6) Given the reactants Cl.CN(C)CCCN=C=NCC.[N+]1([O-])C(O)=CC=CC=1.[C:21]([O:25][C:26]([N:28]1[CH2:34][CH2:33][CH2:32][O:31][C@H:30]([C:35]([OH:37])=O)[CH2:29]1)=[O:27])([CH3:24])([CH3:23])[CH3:22].[NH2:38][C@@H:39]([CH2:42][C:43]1[CH:48]=[CH:47][C:46]([C:49]2[CH:50]=[CH:51][C:52]3[O:56][C:55](=[O:57])[N:54]([CH3:58])[C:53]=3[CH:59]=2)=[CH:45][CH:44]=1)[C:40]#[N:41].CCN(C(C)C)C(C)C, predict the reaction product. The product is: [C:40]([C@@H:39]([NH:38][C:35]([C@@H:30]1[CH2:29][N:28]([C:26]([O:25][C:21]([CH3:22])([CH3:23])[CH3:24])=[O:27])[CH2:34][CH2:33][CH2:32][O:31]1)=[O:37])[CH2:42][C:43]1[CH:44]=[CH:45][C:46]([C:49]2[CH:50]=[CH:51][C:52]3[O:56][C:55](=[O:57])[N:54]([CH3:58])[C:53]=3[CH:59]=2)=[CH:47][CH:48]=1)#[N:41].